From a dataset of Peptide-MHC class I binding affinity with 185,985 pairs from IEDB/IMGT. Regression. Given a peptide amino acid sequence and an MHC pseudo amino acid sequence, predict their binding affinity value. This is MHC class I binding data. (1) The peptide sequence is GMEAQFLYL. The MHC is HLA-A68:02 with pseudo-sequence HLA-A68:02. The binding affinity (normalized) is 0. (2) The peptide sequence is YAQMWQLMYF. The MHC is HLA-B35:01 with pseudo-sequence HLA-B35:01. The binding affinity (normalized) is 0.365. (3) The peptide sequence is PTLVPQEHY. The MHC is HLA-A30:02 with pseudo-sequence HLA-A30:02. The binding affinity (normalized) is 0.222. (4) The peptide sequence is MHYGYNRAN. The MHC is HLA-B51:01 with pseudo-sequence HLA-B51:01. The binding affinity (normalized) is 0.0847. (5) The peptide sequence is SPMETTAEF. The MHC is HLA-B15:09 with pseudo-sequence HLA-B15:09. The binding affinity (normalized) is 0.279. (6) The peptide sequence is RPPMVTSGL. The MHC is HLA-B27:05 with pseudo-sequence HLA-B27:05. The binding affinity (normalized) is 0.0847.